From a dataset of Catalyst prediction with 721,799 reactions and 888 catalyst types from USPTO. Predict which catalyst facilitates the given reaction. (1) Reactant: [CH:1]1([C:7]2[CH:12]=[CH:11][C:10]([CH:13]3[CH2:15][CH:14]3[C:16]([O:18]C)=O)=[CH:9][CH:8]=2)[CH2:6][CH2:5][CH2:4][CH2:3][CH2:2]1.O.[NH2:21][NH2:22]. Product: [CH:1]1([C:7]2[CH:12]=[CH:11][C:10]([CH:13]3[CH2:15][CH:14]3[C:16]([NH:21][NH2:22])=[O:18])=[CH:9][CH:8]=2)[CH2:6][CH2:5][CH2:4][CH2:3][CH2:2]1. The catalyst class is: 8. (2) Reactant: Cl[C:2]1[N:7]=[C:6]([S:8][CH2:9][C:10]2[C:11]([C:21]3[CH:26]=[CH:25][CH:24]=[CH:23][CH:22]=3)=[N:12][C:13]3[C:18]([CH:19]=2)=[CH:17][CH:16]=[CH:15][C:14]=3[CH3:20])[CH:5]=[C:4]([CH3:27])[N:3]=1.[NH3:28]. Product: [CH3:27][C:4]1[CH:5]=[C:6]([S:8][CH2:9][C:10]2[C:11]([C:21]3[CH:26]=[CH:25][CH:24]=[CH:23][CH:22]=3)=[N:12][C:13]3[C:18]([CH:19]=2)=[CH:17][CH:16]=[CH:15][C:14]=3[CH3:20])[N:7]=[C:2]([NH2:28])[N:3]=1. The catalyst class is: 36. (3) Reactant: C(OC([N:8](C(OC(C)(C)C)=O)[C:9]1[N:14]=[CH:13][C:12](/[CH:15]=[CH:16]/[C:17]([NH:19][CH2:20][CH2:21][CH2:22][CH2:23][C:24]2[CH:33]=[CH:32][C:27]([C:28]([NH:30][CH3:31])=[O:29])=[C:26]([NH:34][CH2:35][CH3:36])[N:25]=2)=[O:18])=[CH:11][CH:10]=1)=O)(C)(C)C.FC(F)(F)C(O)=O. Product: [NH2:8][C:9]1[N:14]=[CH:13][C:12](/[CH:15]=[CH:16]/[C:17]([NH:19][CH2:20][CH2:21][CH2:22][CH2:23][C:24]2[CH:33]=[CH:32][C:27]([C:28]([NH:30][CH3:31])=[O:29])=[C:26]([NH:34][CH2:35][CH3:36])[N:25]=2)=[O:18])=[CH:11][CH:10]=1. The catalyst class is: 2. (4) The catalyst class is: 114. Reactant: [NH2:1][C@H:2]([C:4]1[N:5]([C:16]2[CH:21]=[CH:20][CH:19]=[CH:18][CH:17]=2)[C:6](=[O:15])[C:7]2[C:12]([CH:13]=1)=[CH:11][CH:10]=[CH:9][C:8]=2[CH3:14])[CH3:3].Cl[C:23]1[C:24]2[C:31]([C:32]#[N:33])=[CH:30][NH:29][C:25]=2[N:26]=[CH:27][N:28]=1.CCN(CC)CC. Product: [CH3:14][C:8]1[CH:9]=[CH:10][CH:11]=[C:12]2[C:7]=1[C:6](=[O:15])[N:5]([C:16]1[CH:21]=[CH:20][CH:19]=[CH:18][CH:17]=1)[C:4]([C@@H:2]([NH:1][C:23]1[C:24]3[C:31]([C:32]#[N:33])=[CH:30][NH:29][C:25]=3[N:26]=[CH:27][N:28]=1)[CH3:3])=[CH:13]2.